Task: Predict the reaction yield, written as a fraction of the theoretical maximum amount of product (1.0 means a 100% yield; for example, 0.34 means a 34% yield).. Dataset: Reaction yield outcomes from USPTO patents with 853,638 reactions (1) The product is [CH2:21]([NH:28][CH:15]1[CH2:16][CH2:17][CH:12]([S:9]([C:5]2[CH:6]=[CH:7][CH:8]=[C:3]([C:2]([F:20])([F:19])[F:1])[CH:4]=2)(=[O:11])=[O:10])[CH2:13][CH2:14]1)[C:22]1[CH:27]=[CH:26][CH:25]=[CH:24][CH:23]=1. The reactants are [F:1][C:2]([F:20])([F:19])[C:3]1[CH:4]=[C:5]([S:9]([CH:12]2[CH2:17][CH2:16][C:15](=O)[CH2:14][CH2:13]2)(=[O:11])=[O:10])[CH:6]=[CH:7][CH:8]=1.[CH2:21]([NH2:28])[C:22]1[CH:27]=[CH:26][CH:25]=[CH:24][CH:23]=1.CC(O)=O. The yield is 0.960. The catalyst is ClCCCl. (2) The reactants are N1(C2CCCCCCCCCC2)CCCN=CCCCCC1.[CH3:23][C@@H:24]1[CH2:46][C:45]2[C:47](=[O:48])[C:40](=[CH:41][C:42]([C:44]=2[O:49][CH3:50])=[O:43])[NH:39][C:37](=[O:38])[C:36]([CH3:51])=[CH:35][CH:34]=[CH:33][C@H:32]([O:52][CH3:53])[C@@H:31]([O:54][C:55]([NH2:57])=[O:56])[C:30]([CH3:58])=[CH:29][C@H:28]([CH3:59])[C@@H:27]([OH:60])[C@@H:26]([O:61][CH3:62])[CH2:25]1.[CH3:63][O:64][C:65](=[O:73])[C@H:66]([CH2:71][SH:72])[NH:67][C:68](=[O:70])[CH3:69]. The catalyst is C1COCC1. The product is [CH3:63][O:64][C:65](=[O:73])[C@@H:66]([NH:67][C:68](=[O:70])[CH3:69])[CH2:71][S:72][C:41]1[C:42](=[O:43])[C:44]([O:49][CH3:50])=[C:45]2[C:47](=[O:48])[C:40]=1[NH:39][C:37](=[O:38])[C:36]([CH3:51])=[CH:35][CH:34]=[CH:33][C@H:32]([O:52][CH3:53])[C@@H:31]([O:54][C:55](=[O:56])[NH2:57])[C:30]([CH3:58])=[CH:29][C@H:28]([CH3:59])[C@@H:27]([OH:60])[C@@H:26]([O:61][CH3:62])[CH2:25][C@H:24]([CH3:23])[CH2:46]2. The yield is 0.350. (3) The reactants are [CH3:1][N:2]1[CH2:7][CH2:6][NH:5][CH2:4][CH2:3]1.[C:8]([C:11]1[CH:12]=[CH:13][C:14]([NH:31][CH2:32][CH3:33])=[C:15]([N:17]=[C:18]2[N:22]([CH2:23][C:24]3[CH:29]=[CH:28][CH:27]=[CH:26][CH:25]=3)[C:21](=[O:30])[CH2:20][S:19]2)[CH:16]=1)(=[O:10])[CH3:9].[CH3:34]OC(OC)N(C)C. The catalyst is C1(C)C=CC=CC=1. The product is [C:8]([C:11]1[CH:12]=[CH:13][C:14]([NH:31][CH2:32][CH3:33])=[C:15]([N:17]=[C:18]2[N:22]([CH2:23][C:24]3[CH:25]=[CH:26][CH:27]=[CH:28][CH:29]=3)[C:21](=[O:30])[C:20](=[CH:1][N:2]3[CH2:7][CH2:6][N:5]([CH3:34])[CH2:4][CH2:3]3)[S:19]2)[CH:16]=1)(=[O:10])[CH3:9]. The yield is 0.780. (4) The reactants are [CH3:1][O:2][C:3]([C:5]1([C:8]2[CH:13]=[CH:12][C:11]([OH:14])=[C:10]([C:15](=[N:17][OH:18])[CH3:16])[CH:9]=2)[CH2:7][CH2:6]1)=[O:4].[CH3:19][C:20](OC(C)=O)=[O:21]. No catalyst specified. The product is [C:20]([O:18]/[N:17]=[C:15](/[C:10]1[CH:9]=[C:8]([C:5]2([C:3]([O:2][CH3:1])=[O:4])[CH2:7][CH2:6]2)[CH:13]=[CH:12][C:11]=1[OH:14])\[CH3:16])(=[O:21])[CH3:19]. The yield is 0.990. (5) The product is [O:11]=[C:6]1[CH2:5][C:4]2[C:8](=[CH:9][CH:10]=[C:2]([NH:1][C:19]([CH2:21][O:22][C:23](=[O:25])[CH3:24])=[O:20])[CH:3]=2)[NH:7]1. The reactants are [NH2:1][C:2]1[CH:3]=[C:4]2[C:8](=[CH:9][CH:10]=1)[NH:7][C:6](=[O:11])[CH2:5]2.N1C=CC=CC=1.Cl[C:19]([CH2:21][O:22][C:23](=[O:25])[CH3:24])=[O:20]. The yield is 0.607. The catalyst is ClCCl. (6) The product is [Cl:23][C:19]1[CH:18]=[C:17]([C:13]2[CH:14]=[C:15]([OH:16])[C:10]([C:8]([NH:7][C:4]([CH3:5])([CH3:6])[C:3]([OH:24])=[O:2])=[O:9])=[N:11][CH:12]=2)[CH:22]=[CH:21][CH:20]=1. The yield is 0.810. The reactants are C[O:2][C:3](=[O:24])[C:4]([NH:7][C:8]([C:10]1[C:15]([OH:16])=[CH:14][C:13]([C:17]2[CH:22]=[CH:21][CH:20]=[C:19]([Cl:23])[CH:18]=2)=[CH:12][N:11]=1)=[O:9])([CH3:6])[CH3:5].[Li+].[OH-].O. The catalyst is C1COCC1. (7) The reactants are [OH:1][N:2]1[C:7]([CH3:9])([CH3:8])[CH2:6][CH:5]([O:10][C:11](=[O:18])[C:12]2[CH:17]=[CH:16][CH:15]=[CH:14][CH:13]=2)[CH2:4][C:3]1([CH3:20])[CH3:19].[C:21]1([P:27](Cl)([C:29]2[CH:34]=[CH:33][CH:32]=[CH:31][CH:30]=2)=[O:28])[CH:26]=[CH:25][CH:24]=[CH:23][CH:22]=1. The catalyst is C(O)(=O)C. The product is [C:11]([O:10][CH:5]1[CH2:6][C:7]([CH3:9])([CH3:8])[N:2]([O:1][P:27]([C:29]2[CH:30]=[CH:31][CH:32]=[CH:33][CH:34]=2)([C:21]2[CH:26]=[CH:25][CH:24]=[CH:23][CH:22]=2)=[O:28])[C:3]([CH3:20])([CH3:19])[CH2:4]1)(=[O:18])[C:12]1[CH:17]=[CH:16][CH:15]=[CH:14][CH:13]=1. The yield is 0.840.